The task is: Predict which catalyst facilitates the given reaction.. This data is from Catalyst prediction with 721,799 reactions and 888 catalyst types from USPTO. Reactant: [Cl:1][C:2]1[CH:3]=[C:4]([CH:34]=[CH:35][C:36]=1[O:37]CC1C=CC(OC)=C(OC)C=1)[C:5]([NH:7][C:8]1[CH:26]=[CH:25][C:24]([O:27][C:28]2[CH:33]=[CH:32][CH:31]=[CH:30][CH:29]=2)=[CH:23][C:9]=1[C:10]([NH:12][CH2:13][CH2:14][C:15]1[CH:20]=[CH:19][CH:18]=[CH:17][C:16]=1[O:21][CH3:22])=[O:11])=[O:6].C(O)(C(F)(F)F)=O.CCOC(C)=O. Product: [Cl:1][C:2]1[CH:3]=[C:4]([CH:34]=[CH:35][C:36]=1[OH:37])[C:5]([NH:7][C:8]1[CH:26]=[CH:25][C:24]([O:27][C:28]2[CH:29]=[CH:30][CH:31]=[CH:32][CH:33]=2)=[CH:23][C:9]=1[C:10]([NH:12][CH2:13][CH2:14][C:15]1[CH:20]=[CH:19][CH:18]=[CH:17][C:16]=1[O:21][CH3:22])=[O:11])=[O:6]. The catalyst class is: 2.